This data is from Forward reaction prediction with 1.9M reactions from USPTO patents (1976-2016). The task is: Predict the product of the given reaction. (1) Given the reactants [CH2:1]([O:8][N:9]1[C:15](=[O:16])[N:14]2[CH2:17][CH:10]1[CH2:11][CH2:12][CH:13]2[C:18]([OH:20])=O)[C:2]1[CH:7]=[CH:6][CH:5]=[CH:4][CH:3]=1.[C:21]([NH:29][NH2:30])(=[O:28])[C:22]1[CH:27]=[CH:26][CH:25]=[CH:24][CH:23]=1.[I-].ClC1C=CC=C[N+]=1C.C(=O)(O)[O-].[Na+], predict the reaction product. The product is: [C:21]([NH:29][NH:30][C:18]([CH:13]1[CH2:12][CH2:11][CH:10]2[CH2:17][N:14]1[C:15](=[O:16])[N:9]2[O:8][CH2:1][C:2]1[CH:3]=[CH:4][CH:5]=[CH:6][CH:7]=1)=[O:20])(=[O:28])[C:22]1[CH:27]=[CH:26][CH:25]=[CH:24][CH:23]=1. (2) The product is: [CH2:1]([C:3]1[CH:12]=[C:11]([C:13]2[N:17]=[C:16]([C:18]3[CH:23]=[C:22]([CH3:24])[C:21]([CH2:25][CH:26]([CH3:28])[CH3:27])=[CH:20][N:19]=3)[O:15][N:14]=2)[CH:10]=[C:9]([CH3:29])[C:4]=1[O:5][CH2:6][CH2:7][NH:8][C:71](=[O:72])[CH2:70][NH:68][CH3:61])[CH3:2]. Given the reactants [CH2:1]([C:3]1[CH:12]=[C:11]([C:13]2[N:17]=[C:16]([C:18]3[CH:23]=[C:22]([CH3:24])[C:21]([CH2:25][CH:26]([CH3:28])[CH3:27])=[CH:20][N:19]=3)[O:15][N:14]=2)[CH:10]=[C:9]([CH3:29])[C:4]=1[O:5][CH2:6][CH2:7][NH2:8])[CH3:2].CCN=C=NCCCN(C)C.Cl.C1C=CC2N(O)N=NC=2C=1.CCN(C(C)C)C(C)C.[C:61]([N:68]([CH2:70][C:71](O)=[O:72])C)(OC(C)(C)C)=O, predict the reaction product. (3) Given the reactants [CH3:1][N:2]1[CH2:7][CH2:6][N:5]([CH2:8][C:9]#[C:10][CH2:11][N:12]2[CH:16]=[C:15]([C:17]3[N:25](COCC[Si](C)(C)C)[C:24]4[C:23](=[O:34])[N:22]([CH2:35][CH2:36][CH3:37])[C:21](=[O:38])[N:20]([CH2:39][CH2:40][CH3:41])[C:19]=4[N:18]=3)[CH:14]=[N:13]2)[CH2:4][CH2:3]1.Cl, predict the reaction product. The product is: [CH3:1][N:2]1[CH2:7][CH2:6][N:5]([CH2:8][C:9]#[C:10][CH2:11][N:12]2[CH:16]=[C:15]([C:17]3[NH:25][C:24]4[C:23](=[O:34])[N:22]([CH2:35][CH2:36][CH3:37])[C:21](=[O:38])[N:20]([CH2:39][CH2:40][CH3:41])[C:19]=4[N:18]=3)[CH:14]=[N:13]2)[CH2:4][CH2:3]1. (4) Given the reactants C(OC([N:8]1[CH2:13][CH2:12][N:11]([C:14]2[CH:19]=[CH:18][C:17]([NH:20][C:21]([C:23]3[C:24]4[N:25]=[CH:26][CH:27]=[N:28][C:29]=4[C:30]([C:33]4[C:38]([Cl:39])=[C:37]([O:40][CH3:41])[CH:36]=[C:35]([O:42][CH3:43])[C:34]=4[Cl:44])=[CH:31][CH:32]=3)=[O:22])=[CH:16][CH:15]=2)[CH2:10][CH2:9]1)=O)(C)(C)C.Cl, predict the reaction product. The product is: [N:11]1([C:14]2[CH:15]=[CH:16][C:17]([NH:20][C:21]([C:23]3[C:24]4[N:25]=[CH:26][CH:27]=[N:28][C:29]=4[C:30]([C:33]4[C:38]([Cl:39])=[C:37]([O:40][CH3:41])[CH:36]=[C:35]([O:42][CH3:43])[C:34]=4[Cl:44])=[CH:31][CH:32]=3)=[O:22])=[CH:18][CH:19]=2)[CH2:12][CH2:13][NH:8][CH2:9][CH2:10]1. (5) The product is: [CH3:15][C:9]([C:6]1[CH:5]=[C:4]2[C:3](=[CH:8][CH:7]=1)[NH:1][C:18]([C:20]1[CH:21]=[CH:22][C:23]([O:26][C:27]([F:28])([F:29])[F:30])=[CH:24][CH:25]=1)=[CH:17]2)([CH3:16])[C:10]([O:12][CH2:13][CH3:14])=[O:11]. Given the reactants [NH:1]([C:3]1[CH:8]=[CH:7][C:6]([C:9]([CH3:16])([CH3:15])[C:10]([O:12][CH2:13][CH3:14])=[O:11])=[CH:5][CH:4]=1)N.[CH3:17][C:18]([C:20]1[CH:25]=[CH:24][C:23]([O:26][C:27]([F:30])([F:29])[F:28])=[CH:22][CH:21]=1)=O.C(O)(=O)C, predict the reaction product. (6) Given the reactants [CH2:1]1[S:5][C@@H:4]([CH2:6][CH2:7][CH2:8][CH2:9][C:10](NCCCCCN)=[O:11])[C@H:3]2[NH:19][C:20]([NH:22][C@@H:2]12)=[O:21].CC1(C)C(/C=C/C=C/C=C2\C(C)(C)C3C(N\2CCCCCC(ON2C(=O)CCC2=O)=[O:53])=CC=CC=3)=[N+](C)C2C1=CC=CC=2.C(N(CC)CC)C, predict the reaction product. The product is: [OH:53][C:10]([CH2:9][CH2:8][CH2:7][CH2:6][C@H:4]1[C@@H:3]2[C@@H:2]([NH:22][C:20]([NH:19]2)=[O:21])[CH2:1][S:5]1)=[O:11]. (7) Given the reactants [CH3:1][C:2]1[C:10]2[C:5](=[N:6][CH:7]=[CH:8][CH:9]=2)[NH:4][N:3]=1.CC([O-])=O.[Na+].[Br:16]Br.[OH-].[Na+], predict the reaction product. The product is: [Br:16][C:8]1[CH:9]=[C:10]2[C:2]([CH3:1])=[N:3][NH:4][C:5]2=[N:6][CH:7]=1.